From a dataset of Full USPTO retrosynthesis dataset with 1.9M reactions from patents (1976-2016). Predict the reactants needed to synthesize the given product. (1) Given the product [Br:1][C:2]1[CH:3]=[C:4]2[C:9](=[CH:10][CH:11]=1)[N:8]=[C:7]([C:12]([O:14][CH3:15])=[O:13])[CH:6]=[CH:5]2, predict the reactants needed to synthesize it. The reactants are: [Br:1][C:2]1[CH:3]=[C:4]2[C:9](=[CH:10][CH:11]=1)[N:8]=[C:7]([C:12]([OH:14])=[O:13])[CH:6]=[CH:5]2.[CH3:15]S(O)(=O)=O.C(=O)(O)[O-].[Na+]. (2) Given the product [F:1][C:2]1[CH:9]=[N:8][CH:7]=[C:6]2[NH:12][N:13]=[CH:4][C:3]=12, predict the reactants needed to synthesize it. The reactants are: [F:1][C:2]1[CH:9]=[N:8][CH:7]=[C:6](F)[C:3]=1[CH:4]=O.O.[NH2:12][NH2:13].FC1C=NC=C(F)C=1C=O.O. (3) Given the product [C:1]([O:5][C:6]([N:8]1[C:16]2[C:11](=[CH:12][CH:13]=[CH:14][CH:15]=2)[C:10]([CH:17]([C:18]#[N:19])[CH3:20])=[CH:9]1)=[O:7])([CH3:4])([CH3:3])[CH3:2], predict the reactants needed to synthesize it. The reactants are: [C:1]([O:5][C:6]([N:8]1[C:16]2[C:11](=[CH:12][CH:13]=[CH:14][CH:15]=2)[C:10]([CH2:17][C:18]#[N:19])=[CH:9]1)=[O:7])([CH3:4])([CH3:3])[CH3:2].[CH3:20][Si]([N-][Si](C)(C)C)(C)C.[Na+].IC.O. (4) The reactants are: [CH3:1][C:2]1[CH:7]=[CH:6][C:5]([S:8](Cl)(=[O:10])=[O:9])=[CH:4][CH:3]=1.[C:12]1([N:18]2[C:26]3[CH2:25][CH2:24][CH2:23]/[C:22](=[CH:27]\[CH2:28][OH:29])/[C:21]=3[CH:20]=[N:19]2)[CH:17]=[CH:16][CH:15]=[CH:14][CH:13]=1.[N:30]1[CH:35]=[CH:34][CH:33]=[CH:32][CH:31]=1. Given the product [C:2]1([CH3:1])[CH:7]=[CH:6][C:5]([S:8]([O-:10])(=[O:29])=[O:9])=[CH:4][CH:3]=1.[C:12]1([N:18]2[C:26]3[CH2:25][CH2:24][CH2:23][C:22](=[CH:27][CH2:28][N+:30]4[CH:35]=[CH:34][CH:33]=[CH:32][CH:31]=4)[C:21]=3[CH:20]=[N:19]2)[CH:17]=[CH:16][CH:15]=[CH:14][CH:13]=1, predict the reactants needed to synthesize it. (5) Given the product [CH2:27]([NH:34][C:2]1[N:7]=[C:6]([NH:8][C@H:9]([C:11]2[CH:12]=[C:13]([NH:17][C:18](=[O:26])[C:19]3[CH:24]=[CH:23][CH:22]=[C:21]([CH3:25])[CH:20]=3)[CH:14]=[CH:15][CH:16]=2)[CH3:10])[CH:5]=[N:4][CH:3]=1)[C:28]1[CH:33]=[CH:32][CH:31]=[CH:30][CH:29]=1, predict the reactants needed to synthesize it. The reactants are: Cl[C:2]1[N:7]=[C:6]([NH:8][C@H:9]([C:11]2[CH:12]=[C:13]([NH:17][C:18](=[O:26])[C:19]3[CH:24]=[CH:23][CH:22]=[C:21]([CH3:25])[CH:20]=3)[CH:14]=[CH:15][CH:16]=2)[CH3:10])[CH:5]=[N:4][CH:3]=1.[CH2:27]([NH2:34])[C:28]1[CH:33]=[CH:32][CH:31]=[CH:30][CH:29]=1.CC(C)([O-])C.[Na+]. (6) The reactants are: [F:1][CH:2]([F:20])[C:3]1[S:7][C:6]([C:8]([OH:10])=O)=[CH:5][C:4]=1[C:11]1[N:15]2[N:16]=[CH:17][CH:18]=[CH:19][C:14]2=[N:13][CH:12]=1.F[P-](F)(F)(F)(F)F.N1(O[P+](N(C)C)(N(C)C)N(C)C)C2C=CC=CC=2N=N1.CCN(C(C)C)C(C)C.[Cl-].[CH:58]1[C:70]2[CH:69]([CH2:71][O:72][C:73]([NH:75][C@@H:76]3[C@@H:81]([NH3+:82])[C:80]([F:84])([F:83])[CH2:79][CH2:78][CH2:77]3)=[O:74])[C:68]3[C:63](=[CH:64][CH:65]=[CH:66][CH:67]=3)[C:62]=2[CH:61]=[CH:60][CH:59]=1. Given the product [CH:58]1[C:70]2[CH:69]([CH2:71][O:72][C:73](=[O:74])[NH:75][C@H:76]3[CH2:77][CH2:78][CH2:79][C:80]([F:84])([F:83])[C@@H:81]3[NH:82][C:8]([C:6]3[S:7][C:3]([CH:2]([F:1])[F:20])=[C:4]([C:11]4[N:15]5[N:16]=[CH:17][CH:18]=[CH:19][C:14]5=[N:13][CH:12]=4)[CH:5]=3)=[O:10])[C:68]3[C:63](=[CH:64][CH:65]=[CH:66][CH:67]=3)[C:62]=2[CH:61]=[CH:60][CH:59]=1, predict the reactants needed to synthesize it.